Dataset: Catalyst prediction with 721,799 reactions and 888 catalyst types from USPTO. Task: Predict which catalyst facilitates the given reaction. (1) Reactant: [F:1][C:2]1[CH:3]=[C:4]([NH:31][C:32]([C:34]2([C:37]([NH:39][C:40]3[CH:45]=[CH:44][C:43]([F:46])=[CH:42][CH:41]=3)=[O:38])[CH2:36][CH2:35]2)=[O:33])[CH:5]=[CH:6][C:7]=1[O:8][C:9]1[C:18]2[C:13](=[CH:14][C:15]([O:21][CH2:22][CH2:23][CH2:24][N:25]3[CH2:30][CH2:29][O:28][CH2:27][CH2:26]3)=[C:16]([O:19][CH3:20])[CH:17]=2)[N:12]=[CH:11][CH:10]=1.[P:47](=[O:51])([OH:50])([OH:49])[OH:48]. Product: [P:47]([OH:51])([OH:50])([OH:49])=[O:48].[P:47]([OH:51])([OH:50])([OH:49])=[O:48].[F:1][C:2]1[CH:3]=[C:4]([NH:31][C:32]([C:34]2([C:37]([NH:39][C:40]3[CH:41]=[CH:42][C:43]([F:46])=[CH:44][CH:45]=3)=[O:38])[CH2:36][CH2:35]2)=[O:33])[CH:5]=[CH:6][C:7]=1[O:8][C:9]1[C:18]2[C:13](=[CH:14][C:15]([O:21][CH2:22][CH2:23][CH2:24][N:25]3[CH2:30][CH2:29][O:28][CH2:27][CH2:26]3)=[C:16]([O:19][CH3:20])[CH:17]=2)[N:12]=[CH:11][CH:10]=1. The catalyst class is: 95. (2) Reactant: [Br:1][C:2]1[CH:7]=[CH:6][N:5](C(OC2C=CC=CC=2)=O)[CH:4]([CH:17]([CH3:19])[CH3:18])[CH:3]=1.ClC1C(=O)C(Cl)=C(Cl)C(=O)C=1Cl.[OH-].[Na+]. Product: [Br:1][C:2]1[CH:7]=[CH:6][N:5]=[C:4]([CH:17]([CH3:19])[CH3:18])[CH:3]=1. The catalyst class is: 11. (3) Product: [CH:28]1([NH:34][C:12]([C:7]2[C:8](=[O:11])[C:9]3[C:5]([C:6]=2[C:15]2[CH:20]=[CH:19][CH:18]=[CH:17][CH:16]=2)=[CH:4][CH:3]=[C:2]([OH:1])[CH:10]=3)=[O:14])[CH2:33][CH2:32][CH2:31][CH2:30][CH2:29]1. Reactant: [OH:1][C:2]1[CH:10]=[C:9]2[C:5]([C:6]([C:15]3[CH:20]=[CH:19][CH:18]=[CH:17][CH:16]=3)=[C:7]([C:12]([OH:14])=O)[C:8]2=[O:11])=[CH:4][CH:3]=1.C(N(CC)CC)C.[CH:28]1([NH2:34])[CH2:33][CH2:32][CH2:31][CH2:30][CH2:29]1.O. The catalyst class is: 4. (4) Reactant: C[O:2][C:3](=[O:31])[CH2:4][CH2:5][C@@H:6]([C:29]#[N:30])[NH:7][C:8]([C@@H:10]1[CH2:15][CH2:14][CH2:13][CH2:12][C@@H:11]1[NH:16][C:17]([C:19]1[N:20]([CH3:28])[C:21]2[C:26]([CH:27]=1)=[CH:25][CH:24]=[CH:23][CH:22]=2)=[O:18])=[O:9].O.[OH-].[Li+].Cl. Product: [C:29]([C@@H:6]([NH:7][C:8]([C@@H:10]1[CH2:15][CH2:14][CH2:13][CH2:12][C@@H:11]1[NH:16][C:17]([C:19]1[N:20]([CH3:28])[C:21]2[C:26]([CH:27]=1)=[CH:25][CH:24]=[CH:23][CH:22]=2)=[O:18])=[O:9])[CH2:5][CH2:4][C:3]([OH:31])=[O:2])#[N:30]. The catalyst class is: 87. (5) Reactant: [CH2:1]([C:3]1([CH2:7][O:8][CH2:9][CH2:10][CH2:11][CH2:12][CH2:13][CH2:14][O:15][C:16]2[CH:24]=[CH:23][C:19]([C:20]([OH:22])=[O:21])=[CH:18][CH:17]=2)[CH2:6][O:5][CH2:4]1)[CH3:2].[CH:34]1(N=C=N[CH:34]2[CH2:39][CH2:38][CH2:37][CH2:36][CH2:35]2)[CH2:39][CH2:38][CH2:37][CH2:36][CH2:35]1. Product: [CH2:1]([C:3]1([CH2:7][O:8][CH2:9][CH2:10][CH2:11][CH2:12][CH2:13][CH2:14][O:15][C:16]2[CH:17]=[CH:18][C:19]([C:20]([O:22][C:34]3[C:39]4[C:38](=[CH:4][CH:3]=[CH:1][CH:2]=4)[C:37]([C:34]4[C:39]5[C:38](=[CH:9][CH:10]=[CH:11][CH:12]=5)[CH:37]=[CH:36][CH:35]=4)=[C:36]([O:22][C:20](=[O:21])[C:34]4[CH:35]=[CH:36][CH:37]=[CH:38][CH:39]=4)[CH:35]=3)=[O:21])=[CH:23][CH:24]=2)[CH2:6][O:5][CH2:4]1)[CH3:2]. The catalyst class is: 119. (6) Reactant: [CH3:1][CH2:2][C:3](=O)[CH:4]([CH2:6][CH3:7])[OH:5].[N:9]#[C:10][NH2:11].[O-]CC.[Na+].O. Product: [NH2:11][C:10]1[O:5][C:4]([CH2:6][CH3:7])=[C:3]([CH2:2][CH3:1])[N:9]=1. The catalyst class is: 8. (7) Reactant: [CH3:1][O:2][C:3]1[CH:10]=[CH:9][C:6]([CH:7]=O)=[CH:5][CH:4]=1.[C:11]1(=[O:21])[C:20]2[C:15](=[CH:16][CH:17]=[CH:18][CH:19]=2)[CH2:14][CH2:13][CH2:12]1.[OH-].[K+]. Product: [CH3:1][O:2][C:3]1[CH:10]=[CH:9][C:6](/[CH:7]=[C:12]2/[C:11](=[O:21])[C:20]3[C:15]([CH2:14][CH2:13]/2)=[CH:16][CH:17]=[CH:18][CH:19]=3)=[CH:5][CH:4]=1. The catalyst class is: 7.